Dataset: Forward reaction prediction with 1.9M reactions from USPTO patents (1976-2016). Task: Predict the product of the given reaction. (1) Given the reactants C(N(CC)CC)C.Br[C:9]1[CH:14]=[CH:13][C:12]([F:15])=[C:11]([F:16])[CH:10]=1.[CH3:17][Si:18]([C:21]#[CH:22])([CH3:20])[CH3:19], predict the reaction product. The product is: [F:16][C:11]1[CH:10]=[C:9]([C:22]#[C:21][Si:18]([CH3:20])([CH3:19])[CH3:17])[CH:14]=[CH:13][C:12]=1[F:15]. (2) Given the reactants C([Mg]Br)C.C([O:8][C:9]1([C:12]2[CH:17]=[CH:16][CH:15]=[C:14]([CH2:18][N:19]3[C:23]([CH3:24])=[CH:22][C:21](/[C:25](/[F:38])=[CH:26]/[C:27]4[CH:32]=[CH:31][C:30]([O:33][C:34]([F:37])([F:36])[F:35])=[CH:29][CH:28]=4)=[N:20]3)[CH:13]=2)[CH2:11][CH2:10]1)(=O)C.Cl, predict the reaction product. The product is: [F:38]/[C:25](/[C:21]1[CH:22]=[C:23]([CH3:24])[N:19]([CH2:18][C:14]2[CH:13]=[C:12]([C:9]3([OH:8])[CH2:11][CH2:10]3)[CH:17]=[CH:16][CH:15]=2)[N:20]=1)=[CH:26]\[C:27]1[CH:32]=[CH:31][C:30]([O:33][C:34]([F:35])([F:36])[F:37])=[CH:29][CH:28]=1.